This data is from Full USPTO retrosynthesis dataset with 1.9M reactions from patents (1976-2016). The task is: Predict the reactants needed to synthesize the given product. (1) The reactants are: C(=O)(O)[O-].[Na+:5].[OH-].[Na+].[CH3:8][C@@:9]1([CH2:22][N:23]2[N:27]=[N:26][CH:25]=[CH:24]2)[S:13](=[O:15])(=[O:14])[C@@H:12]2[CH2:16][C:17](=[O:18])[N:11]2[C@H:10]1[C:19]([OH:21])=[O:20]. Given the product [CH3:8][C@@:9]1([CH2:22][N:23]2[N:27]=[N:26][CH:25]=[CH:24]2)[S:13](=[O:14])(=[O:15])[C@@H:12]2[CH2:16][C:17](=[O:18])[N:11]2[C@H:10]1[C:19]([O-:21])=[O:20].[Na+:5], predict the reactants needed to synthesize it. (2) Given the product [Cl:8][C:9]1[C:14]([O:15][CH3:16])=[CH:13][C:12]([O:17][CH3:18])=[C:11]([Cl:19])[C:10]=1[C:20]1[N:25]=[C:24]2[NH:26][N:27]=[C:28]([C:37]3[CH:38]=[C:39]4[CH2:40][N:32]([CH2:30][CH3:31])[C:33](=[O:50])[C:34]4=[N:35][CH:36]=3)[C:23]2=[CH:22][N:21]=1, predict the reactants needed to synthesize it. The reactants are: C(O)(C(F)(F)F)=O.[Cl:8][C:9]1[C:14]([O:15][CH3:16])=[CH:13][C:12]([O:17][CH3:18])=[C:11]([Cl:19])[C:10]=1[C:20]1[N:25]=[C:24]2[NH:26][N:27]=[C:28](I)[C:23]2=[CH:22][N:21]=1.[CH2:30]([N:32]1[CH2:40][C:39]2[C:34](=[N:35][CH:36]=[C:37](B3OC(C)(C)C(C)(C)O3)[CH:38]=2)[C:33]1=[O:50])[CH3:31]. (3) Given the product [CH2:27]([N:16]([CH2:14][CH3:15])[C:17]1[CH:18]=[C:19]([C:20]2[O:1][N:2]=[C:3]([C:4]3[CH:5]=[CH:6][C:7]([CH2:10][CH2:11][OH:12])=[CH:8][CH:9]=3)[N:13]=2)[CH:23]=[C:24]([CH3:26])[N:25]=1)[CH3:28], predict the reactants needed to synthesize it. The reactants are: [OH:1][NH:2][C:3](=[NH:13])[C:4]1[CH:9]=[CH:8][C:7]([CH2:10][CH2:11][OH:12])=[CH:6][CH:5]=1.[CH2:14]([N:16]([CH2:27][CH3:28])[C:17]1[CH:18]=[C:19]([CH:23]=[C:24]([CH3:26])[N:25]=1)[C:20](O)=O)[CH3:15]. (4) Given the product [Cl:1][C:2]1[CH:3]=[C:4]([C:10]2[C:11]([CH2:20][N:21]3[C@@H:25]([CH3:26])[C@@H:24]([C:27]4[CH:32]=[C:31]([F:33])[CH:30]=[C:29]([F:34])[CH:28]=4)[O:23][C:22]3=[O:35])=[N:12][C:13]([N:40]3[CH2:41][CH:38]([F:37])[CH2:39]3)=[N:14][CH:15]=2)[C:5]([O:8][CH3:9])=[N:6][CH:7]=1, predict the reactants needed to synthesize it. The reactants are: [Cl:1][C:2]1[CH:3]=[C:4]([C:10]2[C:11]([CH2:20][N:21]3[C@@H:25]([CH3:26])[C@@H:24]([C:27]4[CH:32]=[C:31]([F:33])[CH:30]=[C:29]([F:34])[CH:28]=4)[O:23][C:22]3=[O:35])=[N:12][C:13](S(C)(=O)=O)=[N:14][CH:15]=2)[C:5]([O:8][CH3:9])=[N:6][CH:7]=1.Cl.[F:37][CH:38]1[CH2:41][NH:40][CH2:39]1.CCN(CC)CC.Cl. (5) Given the product [CH2:45]([N:30]([CH2:28][CH3:29])[C:31](=[O:44])[C:32]1[CH:37]=[CH:36][C:35]([NH:1][C:2]2[N:27]=[C:5]3[CH:6]=[CH:7][C:8]([C:10]4[CH:11]=[CH:12][C:13]([NH:16][C:17](=[O:26])[CH2:18][C:19]5[CH:24]=[CH:23][C:22]([F:25])=[CH:21][CH:20]=5)=[CH:14][CH:15]=4)=[CH:9][N:4]3[N:3]=2)=[C:34]([O:39][CH2:40][CH2:41][O:42][CH3:43])[CH:33]=1)[CH3:46], predict the reactants needed to synthesize it. The reactants are: [NH2:1][C:2]1[N:27]=[C:5]2[CH:6]=[CH:7][C:8]([C:10]3[CH:15]=[CH:14][C:13]([NH:16][C:17](=[O:26])[CH2:18][C:19]4[CH:24]=[CH:23][C:22]([F:25])=[CH:21][CH:20]=4)=[CH:12][CH:11]=3)=[CH:9][N:4]2[N:3]=1.[CH2:28]([N:30]([CH2:45][CH3:46])[C:31](=[O:44])[C:32]1[CH:37]=[CH:36][C:35](I)=[C:34]([O:39][CH2:40][CH2:41][O:42][CH3:43])[CH:33]=1)[CH3:29].CC(C1C=C(C(C)C)C(C2C=CC=CC=2P(C2CCCCC2)C2CCCCC2)=C(C(C)C)C=1)C.CC(C)([O-])C.[Na+]. (6) Given the product [CH3:14][S:15][C:16]1[CH:22]=[CH:21][C:19]([NH:20][S:10]([C:5]2[CH:6]=[CH:7][CH:8]=[CH:9][C:4]=2[N+:1]([O-:3])=[O:2])(=[O:12])=[O:11])=[CH:18][CH:17]=1, predict the reactants needed to synthesize it. The reactants are: [N+:1]([C:4]1[CH:9]=[CH:8][CH:7]=[CH:6][C:5]=1[S:10](Cl)(=[O:12])=[O:11])([O-:3])=[O:2].[CH3:14][S:15][C:16]1[CH:22]=[CH:21][C:19]([NH2:20])=[CH:18][CH:17]=1.N1C=CC=CC=1. (7) Given the product [CH2:21]([N:7]1[C:6]([C:4]([OH:5])=[O:3])=[CH:10][N:9]=[C:8]1[C:11]1[C:20]2[C:15](=[CH:16][CH:17]=[CH:18][CH:19]=2)[CH:14]=[CH:13][CH:12]=1)[CH3:22], predict the reactants needed to synthesize it. The reactants are: C([O:3][C:4]([C:6]1[N:7]([CH2:21][CH3:22])[C:8]([C:11]2[C:20]3[C:15](=[CH:16][CH:17]=[CH:18][CH:19]=3)[CH:14]=[CH:13][CH:12]=2)=[N:9][CH:10]=1)=[O:5])C.[OH-].[Li+]. (8) Given the product [Cl:3][C:17]1[C:18]2[C:23](=[CH:22][CH:21]=[CH:20][CH:19]=2)[C:14]([C:11]2[CH:12]=[N:13][C:8]([O:7][CH3:6])=[CH:9][CH:10]=2)=[N:15][N:16]=1, predict the reactants needed to synthesize it. The reactants are: P(Cl)(Cl)([Cl:3])=O.[CH3:6][O:7][C:8]1[N:13]=[CH:12][C:11]([C:14]2[C:23]3[C:18](=[CH:19][CH:20]=[CH:21][CH:22]=3)[C:17](=O)[NH:16][N:15]=2)=[CH:10][CH:9]=1.